This data is from Catalyst prediction with 721,799 reactions and 888 catalyst types from USPTO. The task is: Predict which catalyst facilitates the given reaction. (1) Reactant: [OH-].[Na+].C[O:4][C:5]([C:7]1[CH:8]=[C:9]([CH3:32])[C:10]2[O:16][C:15]3[C:17]([Cl:28])=[CH:18][C:19]([N:21]([CH2:25][CH2:26][Cl:27])[CH2:22][CH2:23][Cl:24])=[CH:20][C:14]=3[CH2:13][S:12](=[O:30])(=[O:29])[C:11]=2[CH:31]=1)=[O:6]. Product: [Cl:24][CH2:23][CH2:22][N:21]([CH2:25][CH2:26][Cl:27])[C:19]1[CH:18]=[C:17]([Cl:28])[C:15]2[O:16][C:10]3[C:9]([CH3:32])=[CH:8][C:7]([C:5]([OH:6])=[O:4])=[CH:31][C:11]=3[S:12](=[O:29])(=[O:30])[CH2:13][C:14]=2[CH:20]=1. The catalyst class is: 7. (2) Reactant: [CH2:1]([N:3]1[C:11]2[C:6](=[N:7][CH:8]=[CH:9][CH:10]=2)[N:5]([C:12]2[CH:17]=[CH:16][C:15]([OH:18])=[CH:14][CH:13]=2)[C:4]1=[O:19])[CH3:2].CS([C:24]1[N:25](COCC[Si](C)(C)C)[C:26]2[C:27]([N:32]=1)=[N:28][CH:29]=[CH:30][CH:31]=2)(=O)=O.[H-].[Na+]. Product: [CH2:1]([N:3]1[C:11]2[C:6](=[N:7][CH:8]=[CH:9][CH:10]=2)[N:5]([C:12]2[CH:13]=[CH:14][C:15]([O:18][C:24]3[NH:32][C:27]4=[N:28][CH:29]=[CH:30][CH:31]=[C:26]4[N:25]=3)=[CH:16][CH:17]=2)[C:4]1=[O:19])[CH3:2]. The catalyst class is: 121. (3) Reactant: [Br:1][C:2]1[CH:6]=[N:5][N:4]([CH3:7])[C:3]=1[C:8]1[CH:9]=[C:10]([NH2:16])[CH:11]=[CH:12][C:13]=1[O:14][CH3:15].[CH3:17][O:18][C:19]1[CH:20]=[C:21]([N:25]=[C:26]=[O:27])[CH:22]=[CH:23][CH:24]=1. Product: [Br:1][C:2]1[CH:6]=[N:5][N:4]([CH3:7])[C:3]=1[C:8]1[CH:9]=[C:10]([NH:16][C:26]([NH:25][C:21]2[CH:22]=[CH:23][CH:24]=[C:19]([O:18][CH3:17])[CH:20]=2)=[O:27])[CH:11]=[CH:12][C:13]=1[O:14][CH3:15]. The catalyst class is: 2. (4) Reactant: Br[C:2]1[CH:18]=[CH:17][C:5]([O:6][Si:7]([CH:14]([CH3:16])[CH3:15])([CH:11]([CH3:13])[CH3:12])[CH:8]([CH3:10])[CH3:9])=[C:4]([Cl:19])[C:3]=1[CH3:20].[Li]CCCC.C(O[B:30]1[O:34][C:33]([CH3:36])([CH3:35])[C:32]([CH3:38])([CH3:37])[O:31]1)(C)C. Product: [Cl:19][C:4]1[C:3]([CH3:20])=[C:2]([B:30]2[O:34][C:33]([CH3:36])([CH3:35])[C:32]([CH3:38])([CH3:37])[O:31]2)[CH:18]=[CH:17][C:5]=1[O:6][Si:7]([CH:14]([CH3:16])[CH3:15])([CH:11]([CH3:13])[CH3:12])[CH:8]([CH3:10])[CH3:9]. The catalyst class is: 1. (5) Reactant: [C:1]([C:3]1[CH:4]=[C:5]2[C:10](=[CH:11][C:12]=1[O:13][C:14]1[CH:22]=[CH:21][C:17]([C:18]([OH:20])=O)=[CH:16][CH:15]=1)[O:9][CH2:8][CH2:7][CH:6]2[C:23]([O:25][CH3:26])=[O:24])#[N:2].Cl.CN(C)CCCN=C=NCC.O.ON1C2C=CC=CC=2N=N1.Cl.[CH3:51][C:52]1[CH:53]=[C:54]([C:59]2[CH:64]=[CH:63][CH:62]=[C:61]([NH2:65])[CH:60]=2)[CH:55]=[CH:56][C:57]=1[CH3:58].C(N(CC)CC)C. Product: [C:1]([C:3]1[CH:4]=[C:5]2[C:10](=[CH:11][C:12]=1[O:13][C:14]1[CH:15]=[CH:16][C:17]([C:18](=[O:20])[NH:65][C:61]3[CH:60]=[C:59]([C:54]4[CH:55]=[CH:56][C:57]([CH3:58])=[C:52]([CH3:51])[CH:53]=4)[CH:64]=[CH:63][CH:62]=3)=[CH:21][CH:22]=1)[O:9][CH2:8][CH2:7][CH:6]2[C:23]([O:25][CH3:26])=[O:24])#[N:2]. The catalyst class is: 26.